This data is from Full USPTO retrosynthesis dataset with 1.9M reactions from patents (1976-2016). The task is: Predict the reactants needed to synthesize the given product. Given the product [Br:12][C:13]1[C:14]([F:21])=[C:15]([CH:18]=[CH:19][CH:20]=1)/[CH:16]=[C:6]1\[C:7](=[O:11])[NH:8][C:9]2[C:5]\1=[N:4][CH:3]=[C:2]([Cl:1])[CH:10]=2, predict the reactants needed to synthesize it. The reactants are: [Cl:1][C:2]1[CH:10]=[C:9]2[C:5]([CH2:6][C:7](=[O:11])[NH:8]2)=[N:4][CH:3]=1.[Br:12][C:13]1[C:14]([F:21])=[C:15]([CH:18]=[CH:19][CH:20]=1)[CH:16]=O.N1CCCCC1.